From a dataset of Forward reaction prediction with 1.9M reactions from USPTO patents (1976-2016). Predict the product of the given reaction. Given the reactants [CH3:1][CH:2]([CH3:19])[CH2:3][C:4]([NH:6][C:7]1[CH:15]=[C:14]2[C:10]([CH:11]=[CH:12][NH:13]2)=[CH:9][C:8]=1[C:16]([OH:18])=[O:17])=O.[C:20](OC(=O)C)(=[O:22])[CH3:21], predict the reaction product. The product is: [C:20]([N:13]1[C:14]2=[CH:15][C:7]3[N:6]=[C:4]([CH2:3][CH:2]([CH3:1])[CH3:19])[O:18][C:16](=[O:17])[C:8]=3[CH:9]=[C:10]2[CH:11]=[CH:12]1)(=[O:22])[CH3:21].